Task: Predict the reactants needed to synthesize the given product.. Dataset: Full USPTO retrosynthesis dataset with 1.9M reactions from patents (1976-2016) (1) Given the product [CH3:27][N:9]([CH2:8][C:3]1([CH2:2][NH:1][CH2:28][C:30]2[CH:39]=[CH:38][C:33]([C:34]([O:36][CH3:37])=[O:35])=[CH:32][CH:31]=2)[CH2:4][CH2:5][CH2:6][CH2:7]1)[CH2:10][C:11](=[O:12])[NH:13][C:14]1[CH:15]=[CH:16][C:17]([O:20][C:21]2[CH:22]=[CH:23][CH:24]=[CH:25][CH:26]=2)=[CH:18][CH:19]=1, predict the reactants needed to synthesize it. The reactants are: [NH2:1][CH2:2][C:3]1([CH2:8][N:9]([CH3:27])[CH2:10][C:11]([NH:13][C:14]2[CH:19]=[CH:18][C:17]([O:20][C:21]3[CH:26]=[CH:25][CH:24]=[CH:23][CH:22]=3)=[CH:16][CH:15]=2)=[O:12])[CH2:7][CH2:6][CH2:5][CH2:4]1.[CH:28]([C:30]1[CH:39]=[CH:38][C:33]([C:34]([O:36][CH3:37])=[O:35])=[CH:32][CH:31]=1)=O.C(O[BH-](OC(=O)C)OC(=O)C)(=O)C.[Na+].[OH-].[Na+]. (2) Given the product [C:1]1([S:7]([N:10]2[C:18]3[C:13](=[N:14][CH:15]=[C:16]([C:19]4[C:20]([CH3:25])=[N:21][O:22][C:23]=4[CH3:24])[CH:17]=3)[C:12]([C:29]#[C:28][CH2:27][OH:30])=[CH:11]2)(=[O:9])=[O:8])[CH:6]=[CH:5][CH:4]=[CH:3][CH:2]=1, predict the reactants needed to synthesize it. The reactants are: [C:1]1([S:7]([N:10]2[C:18]3[C:13](=[N:14][CH:15]=[C:16]([C:19]4[C:20]([CH3:25])=[N:21][O:22][C:23]=4[CH3:24])[CH:17]=3)[C:12](I)=[CH:11]2)(=[O:9])=[O:8])[CH:6]=[CH:5][CH:4]=[CH:3][CH:2]=1.[CH2:27]([OH:30])[C:28]#[CH:29].C1(P(C2C=CC=CC=2)C2C=CC=CC=2)C=CC=CC=1.O. (3) Given the product [F:4][C:2]([NH:5][C:6](=[O:23])[N:7]([C:17]1[CH:22]=[CH:21][CH:20]=[CH:19][CH:18]=1)[C:8]1[CH:13]=[CH:12][C:11]([C:14](=[O:16])[NH:31][C:30]2[CH:32]=[CH:33][CH:34]=[C:28]([C:26](=[O:27])[NH:25][CH3:24])[CH:29]=2)=[CH:10][CH:9]=1)([F:1])[F:3], predict the reactants needed to synthesize it. The reactants are: [F:1][C:2]([NH:5][C:6](=[O:23])[N:7]([C:17]1[CH:22]=[CH:21][CH:20]=[CH:19][CH:18]=1)[C:8]1[CH:13]=[CH:12][C:11]([C:14]([OH:16])=O)=[CH:10][CH:9]=1)([F:4])[F:3].[CH3:24][NH:25][C:26]([C:28]1[CH:29]=[C:30]([CH:32]=[CH:33][CH:34]=1)[NH2:31])=[O:27]. (4) The reactants are: [C:1]([O:5][C:6]([N:8]1[CH2:12][CH2:11][CH2:10][CH:9]1[C:13]1[NH:14][C:15]([C:18]2[CH:23]=[CH:22][C:21]([Br:24])=[C:20]([CH2:25][OH:26])[CH:19]=2)=[CH:16][N:17]=1)=[O:7])([CH3:4])([CH3:3])[CH3:2].C(N(CC)CC)C.C1C=CN=CC=1.O=S(=O)=O. Given the product [C:1]([O:5][C:6]([N:8]1[CH2:12][CH2:11][CH2:10][CH:9]1[C:13]1[NH:14][C:15]([C:18]2[CH:23]=[CH:22][C:21]([Br:24])=[C:20]([CH:25]=[O:26])[CH:19]=2)=[CH:16][N:17]=1)=[O:7])([CH3:4])([CH3:2])[CH3:3], predict the reactants needed to synthesize it. (5) The reactants are: [F:1][C:2]([F:12])([F:11])[C:3](=[O:10])[CH2:4][C:5]([O:7][CH2:8][CH3:9])=[O:6].[H-].[Na+].Cl[CH2:16][C:17]1[CH:22]=[CH:21][C:20]([N+:23]([O-:25])=[O:24])=[C:19]([CH3:26])[CH:18]=1.[I-].[K+]. Given the product [F:1][C:2]([F:11])([F:12])[C:3](=[O:10])[CH:4]([CH2:16][C:17]1[CH:22]=[CH:21][C:20]([N+:23]([O-:25])=[O:24])=[C:19]([CH3:26])[CH:18]=1)[C:5]([O:7][CH2:8][CH3:9])=[O:6], predict the reactants needed to synthesize it. (6) The reactants are: ClC1N=C([C:8]2[N:13]=[C:12]([N:14]3[C:18]([CH3:19])=[CH:17][C:16]([CH3:20])=[N:15]3)[N:11]=[C:10]([NH:21][C:22](=[O:24])[CH3:23])[CH:9]=2)C=CC=1.[Cl:25][C:26]1[CH:31]=[C:30](B(O)O)[CH:29]=[CH:28][N:27]=1. Given the product [Cl:25][C:26]1[CH:31]=[C:30]([C:8]2[N:13]=[C:12]([N:14]3[C:18]([CH3:19])=[CH:17][C:16]([CH3:20])=[N:15]3)[N:11]=[C:10]([NH:21][C:22](=[O:24])[CH3:23])[CH:9]=2)[CH:29]=[CH:28][N:27]=1, predict the reactants needed to synthesize it. (7) Given the product [Fe:1].[C:4]([O-:23])(=[O:22])[CH2:5][CH2:6][CH2:7][CH2:8][CH2:9][CH2:10][CH2:11]/[CH:12]=[CH:13]\[CH2:14][CH2:15][CH2:16][CH2:17][CH2:18][CH2:19][CH2:20][CH3:21], predict the reactants needed to synthesize it. The reactants are: [Fe:1](Cl)Cl.[C:4]([O-:23])(=[O:22])[CH2:5][CH2:6][CH2:7][CH2:8][CH2:9][CH2:10][CH2:11]/[CH:12]=[CH:13]\[CH2:14][CH2:15][CH2:16][CH2:17][CH2:18][CH2:19][CH2:20][CH3:21].[Na+].C(O)C.O.